From a dataset of Catalyst prediction with 721,799 reactions and 888 catalyst types from USPTO. Predict which catalyst facilitates the given reaction. Reactant: [NH2:1][C:2]1[CH2:6][CH2:5][C:4](=[O:7])[CH:3]=1.[Cl:8][C:9]1[CH:10]=[CH:11][C:12]([C:26]([F:29])([F:28])[F:27])=[C:13]([CH:25]=1)[CH:14]=[C:15]1C(=O)OC(C)(C)[O:17][C:16]1=O.CN(C(ON1N=NC2C=CC=NC1=2)=[N+](C)C)C.F[P-](F)(F)(F)(F)F.C(N(CC)C(C)C)(C)C. Product: [Cl:8][C:9]1[CH:10]=[CH:11][C:12]([C:26]([F:27])([F:28])[F:29])=[C:13]([CH:14]2[CH2:15][C:16](=[O:17])[NH:1][C:2]3[CH2:6][CH2:5][C:4](=[O:7])[C:3]2=3)[CH:25]=1. The catalyst class is: 12.